Dataset: Reaction yield outcomes from USPTO patents with 853,638 reactions. Task: Predict the reaction yield, written as a fraction of the theoretical maximum amount of product (1.0 means a 100% yield; for example, 0.34 means a 34% yield). The reactants are [CH3:1][C:2]([CH3:8])([CH3:7])[CH2:3][C:4](Cl)=[O:5].C([N:11](CC)CC)C.[Br:16][C:17]1[CH:22]=[C:21]([CH3:23])[C:20](N)=[C:19]([Cl:25])[CH:18]=1.O. The catalyst is C(#N)C. The product is [Br:16][C:17]1[CH:22]=[C:21]([CH3:23])[C:20]([CH:3]([C:2]([CH3:8])([CH3:7])[CH3:1])[C:4]([NH2:11])=[O:5])=[C:19]([Cl:25])[CH:18]=1. The yield is 1.00.